From a dataset of Full USPTO retrosynthesis dataset with 1.9M reactions from patents (1976-2016). Predict the reactants needed to synthesize the given product. (1) The reactants are: Cl.[NH2:2][CH2:3][C:4]1[CH:9]=[CH:8][C:7]([C:10]2[C:11]([C:17]([O:19][CH3:20])=[O:18])=[C:12]([F:16])[CH:13]=[CH:14][CH:15]=2)=[CH:6][C:5]=1[F:21].[OH2:22].ON1[C:28]2[CH:29]=[CH:30][CH:31]=[CH:32][C:27]=2N=N1.C(N([CH2:38][CH3:39])CC)C.Cl.CN(C)CCCN=C=NCC.[CH2:52]1[CH2:56][O:55][CH2:54][CH2:53]1. Given the product [CH2:56]([O:55][CH2:54][C@@H:53]1[CH2:52][C@H:39]1[C:38]([NH:2][CH2:3][C:4]1[CH:9]=[CH:8][C:7]([C:10]2[C:11]([C:17]([O:19][CH3:20])=[O:18])=[C:12]([F:16])[CH:13]=[CH:14][CH:15]=2)=[CH:6][C:5]=1[F:21])=[O:22])[C:27]1[CH:32]=[CH:31][CH:30]=[CH:29][CH:28]=1, predict the reactants needed to synthesize it. (2) Given the product [Cl:1][C:2]1[CH:3]=[C:4]2[N:25]=[C:24]([O:26][C@@H:27]3[CH2:28][O:29][C@@H:30]4[C@H:34]([OH:35])[CH2:33][O:32][C@H:31]34)[N:23]([CH2:36][O:37][CH2:38][CH2:39][Si:40]([CH3:43])([CH3:42])[CH3:41])[C:5]2=[N:6][C:7]=1[C:8]1[CH:9]=[CH:10][C:11]([C:45]2[N:50]=[CH:49][C:48]([CH2:51][N:52]=[S:53]([CH3:56])([CH3:55])=[O:54])=[CH:47][CH:46]=2)=[CH:12][CH:13]=1, predict the reactants needed to synthesize it. The reactants are: [Cl:1][C:2]1[CH:3]=[C:4]2[N:25]=[C:24]([O:26][C@H:27]3[C@H:31]4[O:32][CH2:33][C@@H:34]([OH:35])[C@H:30]4[O:29][CH2:28]3)[N:23]([CH2:36][O:37][CH2:38][CH2:39][Si:40]([CH3:43])([CH3:42])[CH3:41])[C:5]2=[N:6][C:7]=1[C:8]1[CH:13]=[CH:12][C:11](B2OC(C)(C)C(C)(C)O2)=[CH:10][CH:9]=1.Br[C:45]1[N:50]=[CH:49][C:48]([CH2:51][N:52]=[S:53]([CH3:56])([CH3:55])=[O:54])=[CH:47][CH:46]=1.